This data is from Reaction yield outcomes from USPTO patents with 853,638 reactions. The task is: Predict the reaction yield, written as a fraction of the theoretical maximum amount of product (1.0 means a 100% yield; for example, 0.34 means a 34% yield). (1) The reactants are [NH:1]1[C:6]2[CH:7]=[CH:8][CH:9]=[CH:10][C:5]=2[C:4](=[O:11])OC1=O.S([O:17][CH2:18][CH2:19][O:20][NH2:21])(O)(=O)=O. No catalyst specified. The product is [NH2:1][C:6]1[CH:7]=[CH:8][CH:9]=[CH:10][C:5]=1[C:4]([NH:21][O:20][CH2:19][CH2:18][OH:17])=[O:11]. The yield is 0.665. (2) The reactants are [CH3:1][N:2]1[CH2:7][CH2:6][N:5]([C:8]([C:10]2[CH:15]=[CH:14][CH:13]=[C:12]([C:16]3[C:25]4[C:20](=[CH:21][CH:22]=[C:23](B5OC(C)(C)C(C)(C)O5)[CH:24]=4)[N:19]=[CH:18][N:17]=3)[CH:11]=2)=[O:9])[CH2:4][CH2:3]1.Br[C:36]1[CH:37]=[C:38]([C:45]([F:48])([F:47])[F:46])[C:39]([O:42][CH2:43][CH3:44])=[N:40][CH:41]=1.COCCOC.C([O-])([O-])=O.[Na+].[Na+]. The catalyst is CCOC(C)=O.C1C=CC([P]([Pd]([P](C2C=CC=CC=2)(C2C=CC=CC=2)C2C=CC=CC=2)([P](C2C=CC=CC=2)(C2C=CC=CC=2)C2C=CC=CC=2)[P](C2C=CC=CC=2)(C2C=CC=CC=2)C2C=CC=CC=2)(C2C=CC=CC=2)C2C=CC=CC=2)=CC=1. The product is [CH2:43]([O:42][C:39]1[N:40]=[CH:41][C:36]([C:23]2[CH:24]=[C:25]3[C:20](=[CH:21][CH:22]=2)[N:19]=[CH:18][N:17]=[C:16]3[C:12]2[CH:11]=[C:10]([C:8]([N:5]3[CH2:6][CH2:7][N:2]([CH3:1])[CH2:3][CH2:4]3)=[O:9])[CH:15]=[CH:14][CH:13]=2)=[CH:37][C:38]=1[C:45]([F:48])([F:47])[F:46])[CH3:44]. The yield is 0.610. (3) The reactants are [Cl:1][C:2]1[CH:3]=[C:4]([NH:9][C:10]([N:12]2[CH2:17][CH2:16][NH:15][CH2:14][CH2:13]2)=[O:11])[CH:5]=[CH:6][C:7]=1[Cl:8].CCN(C(C)C)C(C)C.[C:27]([CH:30]1[CH2:34][CH2:33][N:32]([C:35]([O:37][C:38]([CH3:41])([CH3:40])[CH3:39])=[O:36])[C@@H:31]1C(O)=O)(O)=[O:28].CN(C(ON1N=NC2C=CC=NC1=2)=[N+](C)C)C.F[P-](F)(F)(F)(F)F. The catalyst is CN(C=O)C. The product is [Cl:1][C:2]1[CH:3]=[C:4]([NH:9][C:10]([N:12]2[CH2:17][CH2:16][N:15]([C:27]([CH:30]3[CH2:34][CH2:33][N:32]([C:35]([O:37][C:38]([CH3:41])([CH3:40])[CH3:39])=[O:36])[CH2:31]3)=[O:28])[CH2:14][CH2:13]2)=[O:11])[CH:5]=[CH:6][C:7]=1[Cl:8]. The yield is 0.990.